Predict the reactants needed to synthesize the given product. From a dataset of Full USPTO retrosynthesis dataset with 1.9M reactions from patents (1976-2016). (1) Given the product [CH2:1]([C:3]1[C:4]([N:15]2[CH2:20][CH2:19][CH:18]([N:21]3[CH2:22][CH2:23][N:24]([S:27]([CH3:30])(=[O:28])=[O:29])[CH2:25][CH2:26]3)[CH2:17][CH2:16]2)=[CH:5][C:6]([O:12][CH2:13][CH3:14])=[C:7]([CH:8]=1)[NH2:9])[CH3:2], predict the reactants needed to synthesize it. The reactants are: [CH2:1]([C:3]1[CH:8]=[C:7]([N+:9]([O-])=O)[C:6]([O:12][CH2:13][CH3:14])=[CH:5][C:4]=1[N:15]1[CH2:20][CH2:19][CH:18]([N:21]2[CH2:26][CH2:25][N:24]([S:27]([CH3:30])(=[O:29])=[O:28])[CH2:23][CH2:22]2)[CH2:17][CH2:16]1)[CH3:2]. (2) Given the product [NH:8]1[C:9]2[C:14](=[CH:13][CH:12]=[CH:11][CH:10]=2)[CH:15]=[C:7]1[CH:5]([CH3:6])[C:4]([O:3][CH2:1][CH3:2])=[O:23], predict the reactants needed to synthesize it. The reactants are: [CH2:1]([O:3][C:4](=[O:23])[CH:5]([C:7]1[N:8](C(OC(C)(C)C)=O)[C:9]2[C:14]([CH:15]=1)=[CH:13][CH:12]=[CH:11][CH:10]=2)[CH3:6])[CH3:2]. (3) Given the product [CH3:13][C:3]1[CH:4]=[C:5]([CH:11]=[CH:12][C:2]=1[CH:14]=[CH2:15])[C:6]([N:8]([CH3:10])[CH3:9])=[O:7], predict the reactants needed to synthesize it. The reactants are: Br[C:2]1[CH:12]=[CH:11][C:5]([C:6]([N:8]([CH3:10])[CH3:9])=[O:7])=[CH:4][C:3]=1[CH3:13].[CH:14]([B-](F)(F)F)=[CH2:15].[K+].C1C=CC(P(C2C=CC=CC=2)C2C=CC=CC=2)=CC=1.C([O-])([O-])=O.[Cs+].[Cs+].N#N. (4) Given the product [C:20]1([C:18]2[N:26]=[N:27][N:28]([C:2]3[CH:3]=[C:4]4[C:8](=[CH:9][CH:10]=3)[NH:7][C:6](=[O:11])[CH2:5]4)[CH:19]=2)[CH:25]=[CH:24][CH:23]=[CH:22][CH:21]=1, predict the reactants needed to synthesize it. The reactants are: Br[C:2]1[CH:3]=[C:4]2[C:8](=[CH:9][CH:10]=1)[NH:7][C:6](=[O:11])[CH2:5]2.CN(C)CCN.[C:18]([C:20]1[CH:25]=[CH:24][CH:23]=[CH:22][CH:21]=1)#[CH:19].[N-:26]=[N+:27]=[N-:28].[Na+].O=C1O[C@H]([C@H](CO)O)C([O-])=C1O.[Na+]. (5) The reactants are: C(OC([NH:8][CH2:9][C@H:10]1[CH2:15][CH2:14][C@H:13]([C:16]([NH:18][C@H:19]([C:50](=[O:67])[NH:51][C:52]2[CH:66]=[CH:65][C:55]3[NH:56][C:57]([C:59]4[CH:64]=[CH:63][CH:62]=[CH:61][N:60]=4)=[N:58][C:54]=3[CH:53]=2)[CH2:20][C:21]2[CH:26]=[CH:25][C:24]([C:27]3[CH:32]=[CH:31][C:30]([C:33]([NH:35][CH:36]4[CH2:41][CH2:40][N:39](C(OC(C)(C)C)=O)[CH2:38][CH2:37]4)=[O:34])=[CH:29][C:28]=3[CH3:49])=[CH:23][CH:22]=2)=[O:17])[CH2:12][CH2:11]1)=O)(C)(C)C.[ClH:68]. Given the product [ClH:68].[NH2:8][CH2:9][C@H:10]1[CH2:15][CH2:14][C@H:13]([C:16]([NH:18][C@H:19]([C:50](=[O:67])[NH:51][C:52]2[CH:66]=[CH:65][C:55]3[NH:56][C:57]([C:59]4[CH:64]=[CH:63][CH:62]=[CH:61][N:60]=4)=[N:58][C:54]=3[CH:53]=2)[CH2:20][C:21]2[CH:22]=[CH:23][C:24]([C:27]3[CH:32]=[CH:31][C:30]([C:33]([NH:35][CH:36]4[CH2:37][CH2:38][NH:39][CH2:40][CH2:41]4)=[O:34])=[CH:29][C:28]=3[CH3:49])=[CH:25][CH:26]=2)=[O:17])[CH2:12][CH2:11]1, predict the reactants needed to synthesize it. (6) Given the product [CH2:1]([O:8][C:9]1[CH:10]=[N:11][CH:12]=[C:13]([CH:18]=1)[C:14]([OH:16])=[O:15])[C:2]1[CH:3]=[CH:4][CH:5]=[CH:6][CH:7]=1, predict the reactants needed to synthesize it. The reactants are: [CH2:1]([O:8][C:9]1[CH:10]=[N:11][CH:12]=[C:13]([CH:18]=1)[C:14]([O:16]C)=[O:15])[C:2]1[CH:7]=[CH:6][CH:5]=[CH:4][CH:3]=1.[OH-].[Na+].